This data is from NCI-60 drug combinations with 297,098 pairs across 59 cell lines. The task is: Regression. Given two drug SMILES strings and cell line genomic features, predict the synergy score measuring deviation from expected non-interaction effect. Drug 1: CC1=C2C(C(=O)C3(C(CC4C(C3C(C(C2(C)C)(CC1OC(=O)C(C(C5=CC=CC=C5)NC(=O)OC(C)(C)C)O)O)OC(=O)C6=CC=CC=C6)(CO4)OC(=O)C)OC)C)OC. Drug 2: C1=NNC2=C1C(=O)NC=N2. Cell line: NCI-H460. Synergy scores: CSS=19.8, Synergy_ZIP=-6.78, Synergy_Bliss=-14.6, Synergy_Loewe=-29.6, Synergy_HSA=-14.7.